Task: Binary Classification. Given a drug SMILES string, predict its activity (active/inactive) in a high-throughput screening assay against a specified biological target.. Dataset: Serine/threonine kinase 33 screen with 319,792 compounds (1) The result is 0 (inactive). The drug is S(c1nn2c(nnc2c2ncccc2)cc1)CC(=O)Nc1cc2OCOc2cc1. (2) The compound is Clc1nnc(N\N=C\c2ccc(cc2)C)c2c1cccc2. The result is 0 (inactive).